This data is from Reaction yield outcomes from USPTO patents with 853,638 reactions. The task is: Predict the reaction yield, written as a fraction of the theoretical maximum amount of product (1.0 means a 100% yield; for example, 0.34 means a 34% yield). (1) The reactants are [CH2:1]([O:3][C:4]([C:6]1[N:7]([C:24]2[CH:29]=[CH:28][C:27]([O:30][CH:31]([CH3:33])[CH3:32])=[CH:26][CH:25]=2)[C:8]2[C:13]([C:14]=1I)=[CH:12][C:11]([O:16][CH2:17][C:18]1[CH:23]=[CH:22][CH:21]=[CH:20][CH:19]=1)=[CH:10][CH:9]=2)=[O:5])[CH3:2].CC([O-])=O.[Na+].[C:39](#[N:42])[CH:40]=[CH2:41].CCN(CC)CC. The catalyst is CCOC(C)=O.Cl[Pd](Cl)([P](C1C=CC=CC=1)(C1C=CC=CC=1)C1C=CC=CC=1)[P](C1C=CC=CC=1)(C1C=CC=CC=1)C1C=CC=CC=1.CN(C=O)C. The product is [CH2:1]([O:3][C:4]([C:6]1[N:7]([C:24]2[CH:29]=[CH:28][C:27]([O:30][CH:31]([CH3:33])[CH3:32])=[CH:26][CH:25]=2)[C:8]2[C:13]([C:14]=1[CH:41]=[CH:40][C:39]#[N:42])=[CH:12][C:11]([O:16][CH2:17][C:18]1[CH:23]=[CH:22][CH:21]=[CH:20][CH:19]=1)=[CH:10][CH:9]=2)=[O:5])[CH3:2]. The yield is 0.900. (2) The reactants are Cl[C:2]1[C:3]2[N:11]=[C:10]([C:12]3[CH:17]=[CH:16][C:15]([O:18][CH3:19])=[C:14]([O:20][CH3:21])[CH:13]=3)[CH:9]=[CH:8][C:4]=2[N:5]=[CH:6][N:7]=1.[O:22]([CH2:29][CH2:30]N1CCNCC1)[C:23]1[CH:28]=[CH:27][CH:26]=[CH:25][CH:24]=1.[CH:37](O)([CH3:39])C. No catalyst specified. The product is [O:22]([CH2:29][CH2:30][CH:39]1[CH2:37][NH:11][CH2:3][CH2:4][N:5]1[C:2]1[C:3]2[N:11]=[C:10]([C:12]3[CH:17]=[CH:16][C:15]([O:18][CH3:19])=[C:14]([O:20][CH3:21])[CH:13]=3)[CH:9]=[CH:8][C:4]=2[N:5]=[CH:6][N:7]=1)[C:23]1[CH:24]=[CH:25][CH:26]=[CH:27][CH:28]=1. The yield is 0.840. (3) The reactants are [CH3:1][C:2]1[CH:7]=[CH:6][C:5]([S:8]([O:11][CH2:12][CH:13]2[CH2:17][C:16]3[C:18]([F:23])=[CH:19][CH:20]=[C:21](Br)[C:15]=3[O:14]2)(=[O:10])=[O:9])=[CH:4][CH:3]=1.[C:24]1(B(O)O)[CH:29]=[CH:28][CH:27]=[CH:26][CH:25]=1.C(=O)([O-])[O-].[K+].[K+]. The catalyst is CC1C=CC=CC=1[P](C1C=CC=CC=1C)([Pd](Cl)(Cl)[P](C1=C(C)C=CC=C1)(C1C=CC=CC=1C)C1C=CC=CC=1C)C1C=CC=CC=1C. The product is [CH3:1][C:2]1[CH:7]=[CH:6][C:5]([S:8]([O:11][CH2:12][CH:13]2[CH2:17][C:16]3[C:18]([F:23])=[CH:19][CH:20]=[C:21]([C:24]4[CH:29]=[CH:28][CH:27]=[CH:26][CH:25]=4)[C:15]=3[O:14]2)(=[O:10])=[O:9])=[CH:4][CH:3]=1. The yield is 0.540. (4) The reactants are [Br:1][C:2]1[CH:21]=[CH:20][C:5]([O:6][C:7]2[N:14]=[C:13]([N:15]([CH2:17][CH2:18][OH:19])C)[CH:12]=[CH:11][C:8]=2[C:9]#[N:10])=[CH:4][C:3]=1[CH:22]=[O:23].[C:24]([Si:28](Cl)([CH3:30])[CH3:29])([CH3:27])([CH3:26])[CH3:25].CCN(CC)CC. The catalyst is C1COCC1.CN(C1C=CN=CC=1)C. The product is [Br:1][C:2]1[CH:21]=[CH:20][C:5]([O:6][C:7]2[N:14]=[C:13]([NH:15][CH2:17][CH2:18][O:19][Si:28]([C:24]([CH3:27])([CH3:26])[CH3:25])([CH3:30])[CH3:29])[CH:12]=[CH:11][C:8]=2[C:9]#[N:10])=[CH:4][C:3]=1[CH:22]=[O:23]. The yield is 0.890. (5) The reactants are [CH2:1]([C:8]1[S:12][C:11]([C:13]2[CH:25]=[CH:24][C:16]([O:17][CH2:18][C@@H:19]3[CH2:23][CH2:22][CH2:21][NH:20]3)=[CH:15][CH:14]=2)=[CH:10][CH:9]=1)[C:2]1[CH:7]=[CH:6][CH:5]=[CH:4][CH:3]=1.Br[CH2:27][CH2:28][CH2:29][C:30]([O:32]C)=[O:31]. No catalyst specified. The product is [CH2:1]([C:8]1[S:12][C:11]([C:13]2[CH:25]=[CH:24][C:16]([O:17][CH2:18][C@@H:19]3[CH2:23][CH2:22][CH2:21][N:20]3[CH2:27][CH2:28][CH2:29][C:30]([OH:32])=[O:31])=[CH:15][CH:14]=2)=[CH:10][CH:9]=1)[C:2]1[CH:3]=[CH:4][CH:5]=[CH:6][CH:7]=1. The yield is 0.300.